This data is from Full USPTO retrosynthesis dataset with 1.9M reactions from patents (1976-2016). The task is: Predict the reactants needed to synthesize the given product. (1) Given the product [CH3:19][C:16]1[CH:17]=[CH:18][C:13]([O:12][C:10]([N:7]2[CH2:6][CH2:5][CH:4]([CH2:1][C:2]#[C:3][C:21]3[N:22]=[C:23]([NH2:39])[C:24]4[N:25]=[CH:26][N:27]([C:37]=4[N:38]=3)[C@@H:28]3[O:36][C@H:33]([CH2:34][OH:35])[C@@H:31]([OH:32])[C@H:29]3[OH:30])[CH2:9][CH2:8]2)=[O:11])=[CH:14][CH:15]=1, predict the reactants needed to synthesize it. The reactants are: [CH2:1]([CH:4]1[CH2:9][CH2:8][N:7]([C:10]([O:12][C:13]2[CH:18]=[CH:17][C:16]([CH3:19])=[CH:15][CH:14]=2)=[O:11])[CH2:6][CH2:5]1)[C:2]#[CH:3].I[C:21]1[N:22]=[C:23]([NH2:39])[C:24]2[N:25]=[CH:26][N:27]([C:37]=2[N:38]=1)[C@@H:28]1[O:36][C@H:33]([CH2:34][OH:35])[C@@H:31]([OH:32])[C@H:29]1[OH:30]. (2) Given the product [NH2:14][C:7]1[CH:6]=[C:5]([C:1]([CH3:4])([CH3:2])[CH3:3])[NH:9][C:8]=1[C:10]([O:12][CH3:13])=[O:11], predict the reactants needed to synthesize it. The reactants are: [C:1]([C:5]1[NH:9][C:8]([C:10]([O:12][CH3:13])=[O:11])=[C:7]([N+:14]([O-])=O)[CH:6]=1)([CH3:4])([CH3:3])[CH3:2]. (3) The reactants are: [CH2:1]([O:3][C:4]([C:6]1[N:7]=[C:8]([N:11]2[CH2:14][CH:13]([OH:15])[CH2:12]2)[S:9][CH:10]=1)=[O:5])[CH3:2].[Si:16](Cl)([C:29]([CH3:32])([CH3:31])[CH3:30])([C:23]1[CH:28]=[CH:27][CH:26]=[CH:25][CH:24]=1)[C:17]1[CH:22]=[CH:21][CH:20]=[CH:19][CH:18]=1.N1C=CN=C1.C(O)C. Given the product [Si:16]([O:15][CH:13]1[CH2:12][N:11]([C:8]2[S:9][CH:10]=[C:6]([C:4]([O:3][CH2:1][CH3:2])=[O:5])[N:7]=2)[CH2:14]1)([C:29]([CH3:32])([CH3:31])[CH3:30])([C:23]1[CH:24]=[CH:25][CH:26]=[CH:27][CH:28]=1)[C:17]1[CH:22]=[CH:21][CH:20]=[CH:19][CH:18]=1, predict the reactants needed to synthesize it. (4) Given the product [OH:1][C:2]1[CH:7]=[CH:6][C:5]([C:8]2[S:9][CH:10]=[C:11]([C:13]([NH2:19])=[O:15])[N:12]=2)=[CH:4][CH:3]=1, predict the reactants needed to synthesize it. The reactants are: [OH:1][C:2]1[CH:7]=[CH:6][C:5]([C:8]2[S:9][CH:10]=[C:11]([C:13]([OH:15])=O)[N:12]=2)=[CH:4][CH:3]=1.[Cl-].ClC=[N+:19](C)C.[OH-].[NH4+]. (5) Given the product [C:14]([C:2]1[CH:7]=[CH:6][C:5]([NH:8][C:9](=[O:11])[CH3:10])=[C:4]([F:12])[CH:3]=1)#[N:16], predict the reactants needed to synthesize it. The reactants are: Br[C:2]1[CH:7]=[CH:6][C:5]([NH:8][C:9](=[O:11])[CH3:10])=[C:4]([F:12])[CH:3]=1.C[C:14]([N:16](C)C)=O. (6) Given the product [F:18][C:14]1[CH:13]=[C:12]([CH:4]([NH2:3])[CH2:5][C:6]2[CH:7]=[CH:8][N:9]=[CH:10][CH:11]=2)[CH:17]=[CH:16][CH:15]=1, predict the reactants needed to synthesize it. The reactants are: CO[N:3]=[C:4]([C:12]1[CH:17]=[CH:16][CH:15]=[C:14]([F:18])[CH:13]=1)[CH2:5][C:6]1[CH:11]=[CH:10][N:9]=[CH:8][CH:7]=1. (7) The reactants are: [CH3:1][C:2]1[C:6]([CH:7]([OH:36])[C:8]2[O:9][C:10]3[CH:16]=[CH:15][C:14]([CH2:17][C:18]([NH:20][CH:21]([C:28]4[CH:33]=[CH:32][C:31]([CH3:34])=[CH:30][C:29]=4[CH3:35])[C:22]4[CH:27]=[CH:26][CH:25]=[CH:24][CH:23]=4)=[O:19])=[CH:13][C:11]=3[CH:12]=2)=[C:5]([CH3:37])[O:4][N:3]=1.[C:38](O)([C:40](F)(F)F)=O.[SiH](CC)(CC)CC. Given the product [CH3:1][C:2]1[C:6]([CH:7]([O:36][CH2:38][CH3:40])[C:8]2[O:9][C:10]3[CH:16]=[CH:15][C:14]([CH2:17][C:18]([NH:20][CH:21]([C:28]4[CH:33]=[CH:32][C:31]([CH3:34])=[CH:30][C:29]=4[CH3:35])[C:22]4[CH:27]=[CH:26][CH:25]=[CH:24][CH:23]=4)=[O:19])=[CH:13][C:11]=3[CH:12]=2)=[C:5]([CH3:37])[O:4][N:3]=1, predict the reactants needed to synthesize it. (8) Given the product [NH2:8][C:4]1[N:5]=[CH:6][N:7]=[C:2]([NH:15][C@H:16]([C:19]2[N:28]([CH:29]3[CH2:31][CH2:30]3)[C:27](=[O:32])[C:26]3[C:21](=[CH:22][CH:23]=[CH:24][C:25]=3[CH3:33])[N:20]=2)[CH2:17][CH3:18])[C:3]=1[C:9]1[N:13]=[CH:12][N:11]([CH3:14])[N:10]=1, predict the reactants needed to synthesize it. The reactants are: Cl[C:2]1[N:7]=[CH:6][N:5]=[C:4]([NH2:8])[C:3]=1[C:9]1[N:13]=[CH:12][N:11]([CH3:14])[N:10]=1.[NH2:15][C@H:16]([C:19]1[N:28]([CH:29]2[CH2:31][CH2:30]2)[C:27](=[O:32])[C:26]2[C:21](=[CH:22][CH:23]=[CH:24][C:25]=2[CH3:33])[N:20]=1)[CH2:17][CH3:18].CCN(C(C)C)C(C)C.CCOC(C)=O. (9) The reactants are: Cl[C:2]1[N:7]=[N:6][C:5]2[O:8][CH2:9][CH2:10][O:11][C:4]=2[CH:3]=1.[CH3:12][N:13](C=O)C. Given the product [N:6]1[C:5]2[O:8][CH2:9][CH2:10][O:11][C:4]=2[CH:3]=[C:2]([C:12]#[N:13])[N:7]=1, predict the reactants needed to synthesize it. (10) Given the product [Cl:3][C:2]1([C:4]([Cl:5])=[CH:6][C:13]([CH3:15])([C:12]([O:11][CH3:10])=[O:16])[CH3:14])[O:9][C:1]1=[O:8], predict the reactants needed to synthesize it. The reactants are: [C:1]([OH:9])(=[O:8])/[C:2](=[C:4](\[CH:6]=O)/[Cl:5])/[Cl:3].[CH3:10][O:11][C:12]([O:16][Si](C)(C)C)=[C:13]([CH3:15])[CH3:14].